Task: Predict the reactants needed to synthesize the given product.. Dataset: Full USPTO retrosynthesis dataset with 1.9M reactions from patents (1976-2016) Given the product [C:1]([NH:4][C:5]1[S:20][C:8]2[CH2:9][N:10]([C:13]([O:15][C:16]([CH3:19])([CH3:18])[CH3:17])=[O:14])[CH2:11][CH2:12][C:7]=2[C:6]=1[C:21]1[N:22]=[N:23][N:24]([CH3:26])[N:25]=1)(=[O:3])[CH3:2], predict the reactants needed to synthesize it. The reactants are: [C:1]([NH:4][C:5]1[S:20][C:8]2[CH2:9][N:10]([C:13]([O:15][C:16]([CH3:19])([CH3:18])[CH3:17])=[O:14])[CH2:11][CH2:12][C:7]=2[C:6]=1[C:21]1[N:22]=[N:23][NH:24][N:25]=1)(=[O:3])[CH3:2].[C:26](=O)([O-])[O-].[K+].[K+].CI.